Dataset: Reaction yield outcomes from USPTO patents with 853,638 reactions. Task: Predict the reaction yield, written as a fraction of the theoretical maximum amount of product (1.0 means a 100% yield; for example, 0.34 means a 34% yield). (1) The reactants are Cl[O:2][N:3]=[CH:4][C:5]1[CH:10]=[C:9]([CH3:11])[CH:8]=[C:7]([CH3:12])[CH:6]=1.C([O-])([O-])=O.[K+].[K+].[O:19]1[CH2:24][CH2:23][C:22](=[N:25][NH:26][C:27](=[O:37])[C:28]2[CH:33]=[CH:32][CH:31]=[C:30]([O:34][CH3:35])[C:29]=2[CH3:36])[CH2:21][CH2:20]1.O. The catalyst is C(Cl)(Cl)Cl.C(Cl)Cl. The product is [CH3:12][C:7]1[CH:6]=[C:5]([C:4]2[N:25]([NH:26][C:27](=[O:37])[C:28]3[CH:33]=[CH:32][CH:31]=[C:30]([O:34][CH3:35])[C:29]=3[CH3:36])[C:22]3([CH2:21][CH2:20][O:19][CH2:24][CH2:23]3)[O:2][N:3]=2)[CH:10]=[C:9]([CH3:11])[CH:8]=1. The yield is 0.490. (2) The reactants are [CH3:1][S:2]([NH:5][C:6]1[CH:7]=[C:8](B(O)O)[CH:9]=[CH:10][CH:11]=1)(=[O:4])=[O:3].I[C:16]1[C:24]2[C:19](=[N:20][CH:21]=[N:22][C:23]=2[NH2:25])[N:18]([CH:26]([CH3:28])[CH3:27])[N:17]=1.C([O-])([O-])=O.[Na+].[Na+]. The catalyst is CCO.COCCOC.C1C=CC([P]([Pd]([P](C2C=CC=CC=2)(C2C=CC=CC=2)C2C=CC=CC=2)([P](C2C=CC=CC=2)(C2C=CC=CC=2)C2C=CC=CC=2)[P](C2C=CC=CC=2)(C2C=CC=CC=2)C2C=CC=CC=2)(C2C=CC=CC=2)C2C=CC=CC=2)=CC=1. The product is [NH2:25][C:23]1[N:22]=[CH:21][N:20]=[C:19]2[N:18]([CH:26]([CH3:28])[CH3:27])[N:17]=[C:16]([C:8]3[CH:7]=[C:6]([NH:5][S:2]([CH3:1])(=[O:4])=[O:3])[CH:11]=[CH:10][CH:9]=3)[C:24]=12. The yield is 0.540. (3) The reactants are [CH3:1][C:2]1([CH3:17])[CH2:10][C:9]2[NH:8][CH:7]=[C:6]([CH2:11][CH2:12][C:13](O)=[O:14])[C:5]=2[C:4](=[O:16])[CH2:3]1.[C:18](N1C=CN=C1)([N:20]1C=CN=[CH:21]1)=O.CNC. The catalyst is ClCCl.O1CCCC1. The product is [CH3:1][C:2]1([CH3:17])[CH2:10][C:9]2[NH:8][CH:7]=[C:6]([CH2:11][CH2:12][C:13]([N:20]([CH3:21])[CH3:18])=[O:14])[C:5]=2[C:4](=[O:16])[CH2:3]1. The yield is 0.780. (4) The reactants are [CH3:1][O:2][C:3]1[CH:4]=[C:5]2[C:10](=[C:11]([N+:13]([O-])=O)[CH:12]=1)[N:9]=[CH:8][CH:7]=[CH:6]2. The catalyst is [Pd].C1COCC1. The product is [CH3:1][O:2][C:3]1[CH:4]=[C:5]2[C:10](=[C:11]([NH2:13])[CH:12]=1)[N:9]=[CH:8][CH:7]=[CH:6]2. The yield is 0.950. (5) The reactants are [S:1]1(=O)(=O)[C:5]2[CH:6]=[C:7]([OH:10])[CH:8]=[CH:9][C:4]=2[CH2:3][CH2:2]1.CC(C[AlH]CC(C)C)C.CCO.Cl. The catalyst is C1(C)C=CC=CC=1.C1COCC1.O. The product is [S:1]1[C:5]2[CH:6]=[C:7]([OH:10])[CH:8]=[CH:9][C:4]=2[CH2:3][CH2:2]1. The yield is 0.530. (6) The reactants are [Br:1][C:2]1[N:7]=[C:6]([CH3:8])[N:5]=[C:4]([CH2:9][OH:10])[CH:3]=1.N1C=CN=C1.[CH3:16][C:17]([Si:20](Cl)([CH3:22])[CH3:21])([CH3:19])[CH3:18]. The catalyst is CN(C=O)C. The product is [Br:1][C:2]1[CH:3]=[C:4]([CH2:9][O:10][Si:20]([C:17]([CH3:19])([CH3:18])[CH3:16])([CH3:22])[CH3:21])[N:5]=[C:6]([CH3:8])[N:7]=1. The yield is 0.930. (7) The reactants are [CH3:1][C:2]1[CH:7]=[C:6]([C:8]2[CH:9]=[CH:10][C:11]3[N:17]4[CH2:18][C@H:14]([CH2:15][CH2:16]4)[NH:13][C:12]=3[N:19]=2)[CH:5]=[CH:4][N:3]=1.Cl[C:21](Cl)([O:23]C(=O)OC(Cl)(Cl)Cl)Cl.C(N(CC)CC)C.[NH:39]1[CH2:44][CH2:43][O:42][CH2:41][CH2:40]1. The catalyst is O1CCCC1.C(Cl)Cl.CO. The product is [CH3:1][C:2]1[CH:7]=[C:6]([C:8]2[CH:9]=[CH:10][C:11]3[N:17]4[CH2:18][C@H:14]([CH2:15][CH2:16]4)[N:13]([C:21]([N:39]4[CH2:44][CH2:43][O:42][CH2:41][CH2:40]4)=[O:23])[C:12]=3[N:19]=2)[CH:5]=[CH:4][N:3]=1. The yield is 0.265. (8) The reactants are [Cl:1][C:2]1[C:3]([CH3:12])=[C:4]([S:8](Cl)(=[O:10])=[O:9])[CH:5]=[CH:6][CH:7]=1.[NH2:13][C:14]1[CH:15]=[C:16]([C:20]2[NH:24][N:23]=[N:22][N:21]=2)[CH:17]=[CH:18][CH:19]=1. No catalyst specified. The product is [Cl:1][C:2]1[C:3]([CH3:12])=[C:4]([S:8]([NH:13][C:14]2[CH:19]=[CH:18][CH:17]=[C:16]([C:20]3[NH:24][N:23]=[N:22][N:21]=3)[CH:15]=2)(=[O:10])=[O:9])[CH:5]=[CH:6][CH:7]=1. The yield is 0.580. (9) The reactants are [NH2:1][C@H:2]1[CH2:6][C@H:5]([OH:7])[C@@H:4]([CH2:8][OH:9])[CH2:3]1.[Cl:10][C:11]1[CH:16]=[C:15](Cl)[N:14]=[CH:13][N:12]=1.CCN(CC)CC. The catalyst is C(O)(C)C. The product is [Cl:10][C:11]1[N:12]=[CH:13][N:14]=[C:15]([NH:1][C@H:2]2[CH2:6][C@H:5]([OH:7])[C@@H:4]([CH2:8][OH:9])[CH2:3]2)[CH:16]=1. The yield is 0.590. (10) The reactants are [N:1]#[C:2]Br.[C:4]([OH:10])([C:6]([F:9])([F:8])[F:7])=[O:5]. The catalyst is C(#N)C. The product is [C:4]([OH:10])([C:6]([F:9])([F:8])[F:7])=[O:5].[C:2](#[N:1])[CH3:4].[OH:10][C:4]([C:6]([F:9])([F:8])[F:7])=[O:5]. The yield is 0.000900.